Dataset: Forward reaction prediction with 1.9M reactions from USPTO patents (1976-2016). Task: Predict the product of the given reaction. (1) Given the reactants [C:1]([O:5][C:6]([N:8]1[CH2:13][CH2:12][CH:11]([C:14]([OH:16])=O)[CH2:10][CH2:9]1)=[O:7])([CH3:4])([CH3:3])[CH3:2].Cl.[C:18]1([CH2:24][CH2:25][CH2:26][CH:27]([NH2:37])[CH2:28][CH2:29][CH2:30][C:31]2[CH:36]=[CH:35][CH:34]=[CH:33][CH:32]=2)[CH:23]=[CH:22][CH:21]=[CH:20][CH:19]=1.C(N(C(C)C)CC)(C)C.C1CN([P+](ON2N=NC3C=CC=CC2=3)(N2CCCC2)N2CCCC2)CC1.F[P-](F)(F)(F)(F)F, predict the reaction product. The product is: [C:31]1([CH2:30][CH2:29][CH2:28][CH:27]([NH:37][C:14]([CH:11]2[CH2:10][CH2:9][N:8]([C:6]([O:5][C:1]([CH3:2])([CH3:3])[CH3:4])=[O:7])[CH2:13][CH2:12]2)=[O:16])[CH2:26][CH2:25][CH2:24][C:18]2[CH:19]=[CH:20][CH:21]=[CH:22][CH:23]=2)[CH:36]=[CH:35][CH:34]=[CH:33][CH:32]=1. (2) The product is: [N:24]1[CH:25]=[CH:26][CH:27]=[C:22]([N:20]2[CH:21]=[C:17]([C:14]3[N:13]=[C:12]4[C:7](=[O:29])[CH2:8][CH2:9][O:10][C:11]4=[CH:16][CH:15]=3)[CH:18]=[N:19]2)[CH:23]=1. Given the reactants CS(N)(=O)=O.C=[C:7]1[C:12]2=[N:13][C:14]([C:17]3[CH:18]=[N:19][N:20]([C:22]4[CH:23]=[N:24][CH:25]=[CH:26][CH:27]=4)[CH:21]=3)=[CH:15][CH:16]=[C:11]2[O:10][CH2:9][CH2:8]1.S([O-])([O-])=[O:29].[Na+].[Na+].I([O-])(=O)(=O)=O.[Na+], predict the reaction product. (3) Given the reactants C(O[C@H](C)[C@H](NC(OCC1C2C=CC=CC=2C2C1=CC=CC=2)=O)C(O)=O)C1C=CC=CC=1.N[C@H](C1C=CC(OC[C@H](O)CO)=CC=1)C(N[C@@H]([C@H](C1C=CC=CC=1)C)C(NC1C=CC(I)=CC=1Cl)=O)=O.C(OC(N[C@@H]([C@H](C1C=CC=CC=1)C)C(O)=O)=O)(C)(C)C.[C:90]([O:94][C:95]([NH:97][C@H:98]([C:102]1[CH:107]=[CH:106][C:105]([O:108][CH2:109][C@H:110]2CO[C:112](C)(C)[O:111]2)=[CH:104][CH:103]=1)[C:99]([OH:101])=[O:100])=[O:96])([CH3:93])([CH3:92])[CH3:91], predict the reaction product. The product is: [C:90]([O:94][C:95]([NH:97][C@H:98]([C:102]1[CH:103]=[CH:104][C:105]([O:108][CH2:109][CH2:110][O:111][CH3:112])=[CH:106][CH:107]=1)[C:99]([OH:101])=[O:100])=[O:96])([CH3:93])([CH3:92])[CH3:91]. (4) Given the reactants [Cl:1][C:2]1[C:3]([F:34])=[C:4]([NH:8][C:9]2[C:18]3[C:13](=[CH:14][C:15]([O:32][CH3:33])=[C:16]([CH2:19][N:20]([CH3:31])[C:21]4([C:27]([NH:29][CH3:30])=[O:28])[CH2:26][CH2:25][CH2:24][NH:23][CH2:22]4)[CH:17]=3)[N:12]=[CH:11][N:10]=2)[CH:5]=[CH:6][CH:7]=1.[CH3:35][S:36](Cl)(=[O:38])=[O:37], predict the reaction product. The product is: [Cl:1][C:2]1[C:3]([F:34])=[C:4]([NH:8][C:9]2[C:18]3[C:13](=[CH:14][C:15]([O:32][CH3:33])=[C:16]([CH2:19][N:20]([CH3:31])[C:21]4([C:27]([NH:29][CH3:30])=[O:28])[CH2:26][CH2:25][CH2:24][N:23]([S:36]([CH3:35])(=[O:38])=[O:37])[CH2:22]4)[CH:17]=3)[N:12]=[CH:11][N:10]=2)[CH:5]=[CH:6][CH:7]=1. (5) Given the reactants [NH2:1][C:2]1[C:7]([C:8]#[N:9])=[C:6]([C:10]2[CH:15]=[CH:14][C:13]([NH:16][C:17](=[O:19])[CH3:18])=[CH:12][CH:11]=2)[C:5]([C:20]#[N:21])=[C:4]([SH:22])[N:3]=1.Cl.[N:24]1[CH:29]=[CH:28][CH:27]=[CH:26][C:25]=1[CH2:30]Cl.C(=O)([O-])O.[Na+].O, predict the reaction product. The product is: [NH2:1][C:2]1[C:7]([C:8]#[N:9])=[C:6]([C:10]2[CH:11]=[CH:12][C:13]([NH:16][C:17](=[O:19])[CH3:18])=[CH:14][CH:15]=2)[C:5]([C:20]#[N:21])=[C:4]([S:22][CH2:30][C:25]2[CH:26]=[CH:27][CH:28]=[CH:29][N:24]=2)[N:3]=1. (6) Given the reactants [O:1]=[C:2]1[CH2:5][CH:4]([C:6]([OH:8])=[O:7])[CH2:3]1.C([O-])(O)=O.[Na+].[CH3:14][O:15][C:16]1[CH:23]=[CH:22][C:19]([CH2:20]Cl)=[CH:18][CH:17]=1, predict the reaction product. The product is: [O:1]=[C:2]1[CH2:5][CH:4]([C:6]([O:8][CH2:20][C:19]2[CH:22]=[CH:23][C:16]([O:15][CH3:14])=[CH:17][CH:18]=2)=[O:7])[CH2:3]1. (7) Given the reactants [Cl:1][C:2]([Cl:15])=[C:3]1[CH:7]2[C:8]3[C:9](N)=[CH:10][CH:11]=[CH:12][C:13]=3[CH:4]1[CH2:5][CH2:6]2.[BrH:16].N([O-])=O.[Na+], predict the reaction product. The product is: [Br:16][C:9]1[CH:10]=[CH:11][CH:12]=[C:13]2[C:8]=1[CH:7]1[C:3](=[C:2]([Cl:15])[Cl:1])[CH:4]2[CH2:5][CH2:6]1.